This data is from M1 muscarinic receptor agonist screen with 61,833 compounds. The task is: Binary Classification. Given a drug SMILES string, predict its activity (active/inactive) in a high-throughput screening assay against a specified biological target. The result is 0 (inactive). The molecule is o1c2c(c3CCCCc3c1=O)ccc(OC(C)C(=O)C)c2C.